This data is from Peptide-MHC class I binding affinity with 185,985 pairs from IEDB/IMGT. The task is: Regression. Given a peptide amino acid sequence and an MHC pseudo amino acid sequence, predict their binding affinity value. This is MHC class I binding data. (1) The peptide sequence is QLPRDRFKR. The MHC is HLA-A03:01 with pseudo-sequence HLA-A03:01. The binding affinity (normalized) is 0.0508. (2) The peptide sequence is SRTPSGKRL. The MHC is HLA-A01:01 with pseudo-sequence HLA-A01:01. The binding affinity (normalized) is 0.0847. (3) The peptide sequence is RPALVVDTP. The MHC is HLA-A01:01 with pseudo-sequence HLA-A01:01. The binding affinity (normalized) is 0.0847. (4) The peptide sequence is KLLIAILGPL. The MHC is HLA-A68:02 with pseudo-sequence HLA-A68:02. The binding affinity (normalized) is 0.228. (5) The peptide sequence is GMDPRMCSL. The MHC is HLA-A02:11 with pseudo-sequence HLA-A02:11. The binding affinity (normalized) is 0.778.